The task is: Predict the product of the given reaction.. This data is from Forward reaction prediction with 1.9M reactions from USPTO patents (1976-2016). (1) Given the reactants [F:1][C:2]1([F:21])[CH2:5][N:4]([C:6]2[C:7]([O:15][CH2:16][C:17]([F:20])([F:19])[F:18])=[CH:8][C:9]([C:12](O)=[O:13])=[N:10][CH:11]=2)[CH2:3]1.[NH2:22][CH:23]([C:27]([CH3:30])([CH3:29])[CH3:28])[C:24]([NH2:26])=[O:25].Cl, predict the reaction product. The product is: [NH2:26][C:24](=[O:25])[CH:23]([NH:22][C:12]([C:9]1[CH:8]=[C:7]([O:15][CH2:16][C:17]([F:20])([F:19])[F:18])[C:6]([N:4]2[CH2:5][C:2]([F:1])([F:21])[CH2:3]2)=[CH:11][N:10]=1)=[O:13])[C:27]([CH3:30])([CH3:29])[CH3:28]. (2) Given the reactants Cl[CH2:2][C:3]([NH:5][C@@H:6]1[CH2:11][CH2:10][N:9]([C:12]([O:14][C:15]([CH3:18])([CH3:17])[CH3:16])=[O:13])[CH2:8][C@H:7]1[OH:19])=[O:4].[H-].[Na+], predict the reaction product. The product is: [O:4]=[C:3]1[CH2:2][O:19][C@@H:7]2[CH2:8][N:9]([C:12]([O:14][C:15]([CH3:18])([CH3:17])[CH3:16])=[O:13])[CH2:10][CH2:11][C@H:6]2[NH:5]1.